Predict the reaction yield, written as a fraction of the theoretical maximum amount of product (1.0 means a 100% yield; for example, 0.34 means a 34% yield). From a dataset of Reaction yield outcomes from USPTO patents with 853,638 reactions. (1) The reactants are C[Si]([C:5]#[N:6])(C)C.[Br:7][C:8]1[CH:15]=[C:14]([F:16])[CH:13]=[CH:12][C:9]=1[CH:10]=[O:11].Cl.C(=O)([O-])[O-].[Na+].[Na+]. The catalyst is C(Cl)Cl.[I-].[I-].[Zn+2]. The product is [NH2:6][CH2:5][CH:10]([C:9]1[CH:12]=[CH:13][C:14]([F:16])=[CH:15][C:8]=1[Br:7])[OH:11]. The yield is 0.860. (2) The reactants are Cl[CH:2]([CH2:5][CH2:6][CH2:7][CH2:8][CH2:9][CH2:10][CH2:11][CH2:12][CH2:13][CH3:14])[CH:3]=[O:4].[O:15]=[C:16]([C:23]1[CH:28]=[CH:27][CH:26]=[CH:25][CH:24]=1)/[CH:17]=[CH:18]/[C:19]([O:21][CH3:22])=[O:20]. The catalyst is C(Cl)(Cl)Cl. The product is [CH2:5]([C@H:2]1[C@@H:18]([C:19]([O:21][CH3:22])=[O:20])[CH:17]=[C:16]([C:23]2[CH:28]=[CH:27][CH:26]=[CH:25][CH:24]=2)[O:15][C:3]1=[O:4])[CH2:6][CH2:7][CH2:8][CH2:9][CH2:10][CH2:11][CH2:12][CH2:13][CH3:14]. The yield is 0.900. (3) The reactants are F[C:2]1[C:7](F)=[CH:6][C:5]([C:9]2[CH:14]=[CH:13][N:12]=[CH:11][C:10]=2[N:15](CCS(C)(=O)=O)[C:16](=O)C2C=C(C(F)(F)F)N=C(C(F)(F)F)C=2)=[C:4](OC)[CH:3]=1.C1(B(O)O)C=CC=CC=1.C([O-])([O-])=O.[Na+].[Na+].C1(P(C2C=CC=CC=2)C2C=CC=CC=2)C=CC=CC=1.C([O-])(O)=O.[Na+]. The catalyst is COCCOC.CC([O-])=O.CC([O-])=O.[Pd+2].CCOC(C)=O. The product is [CH3:16][NH:15][C:10]1[CH:11]=[N:12][CH:13]=[CH:14][C:9]=1[C:5]1[CH:4]=[CH:3][CH:2]=[CH:7][CH:6]=1. The yield is 0.900. (4) The reactants are [CH2:1]([C:5]1[N:9]([CH2:10][C:11]2[CH:16]=[CH:15][C:14]([C:17]3[CH:22]=[CH:21][CH:20]=[CH:19][C:18]=3[C:23]3[NH:27][N:26]=[N:25][N:24]=3)=[CH:13][CH:12]=2)[N:8]=[C:7]([CH:28](OC)[O:29]C)[N:6]=1)[CH2:2][CH2:3][CH3:4]. The catalyst is C(O)C.Cl. The product is [CH2:1]([C:5]1[N:9]([CH2:10][C:11]2[CH:16]=[CH:15][C:14]([C:17]3[CH:22]=[CH:21][CH:20]=[CH:19][C:18]=3[C:23]3[NH:27][N:26]=[N:25][N:24]=3)=[CH:13][CH:12]=2)[N:8]=[C:7]([CH:28]=[O:29])[N:6]=1)[CH2:2][CH2:3][CH3:4]. The yield is 0.810. (5) The reactants are [CH2:1]([O:8][C:9]1[C:14](=[O:15])[N:13]([CH2:16][C:17]([O:19]C)=O)[C:12](S(C)(=O)=O)=[N:11][C:10]=1[C:25]([O:27][CH2:28][CH3:29])=[O:26])[C:2]1[CH:7]=[CH:6][CH:5]=[CH:4][CH:3]=1.[CH3:30][NH2:31]. The catalyst is O1CCCC1. The product is [CH2:1]([O:8][C:9]1[C:14](=[O:15])[N:13]2[CH2:16][C:17](=[O:19])[N:31]([CH3:30])[C:12]2=[N:11][C:10]=1[C:25]([O:27][CH2:28][CH3:29])=[O:26])[C:2]1[CH:3]=[CH:4][CH:5]=[CH:6][CH:7]=1. The yield is 0.830. (6) The reactants are [I:1][C:2]1[CH:7]=[CH:6][C:5]([SH:8])=[CH:4][CH:3]=1.C1(C)C=CC(S(O[CH2:19][CH:20]2[CH2:24][CH2:23][CH2:22][N:21]2[C:25]([O:27][C:28]([CH3:31])([CH3:30])[CH3:29])=[O:26])(=O)=O)=CC=1.[OH-].[K+]. The catalyst is N1C=CC=CC=1.CCOC(C)=O. The product is [I:1][C:2]1[CH:7]=[CH:6][C:5]([S:8][CH2:19][CH:20]2[CH2:24][CH2:23][CH2:22][N:21]2[C:25]([O:27][C:28]([CH3:29])([CH3:31])[CH3:30])=[O:26])=[CH:4][CH:3]=1. The yield is 0.530. (7) The reactants are [CH2:1]([NH:3][C@H:4]([C:12]1[CH:17]=[CH:16][CH:15]=[CH:14][CH:13]=1)[C:5]([O:7][C:8]([CH3:11])([CH3:10])[CH3:9])=[O:6])[CH3:2].[CH3:18][C:19]([CH3:21])=O.C(O)(=O)C.C([BH3-])#N.[Na+]. The catalyst is CCO. The product is [CH2:1]([N:3]([CH:19]([CH3:21])[CH3:18])[C@H:4]([C:12]1[CH:13]=[CH:14][CH:15]=[CH:16][CH:17]=1)[C:5]([O:7][C:8]([CH3:11])([CH3:9])[CH3:10])=[O:6])[CH3:2]. The yield is 0.310. (8) The reactants are [Cl:1][C:2]1[CH:7]=[CH:6][C:5]([C:8](=O)[CH2:9][N:10]2[CH:14]=[C:13]([C:15](=[O:19])[N:16]([CH3:18])[CH3:17])[CH:12]=[C:11]2[C:20]([OH:22])=O)=[CH:4][CH:3]=1.[CH2:24]([NH2:27])[CH2:25][NH2:26]. The catalyst is O1CCOCC1. The product is [Cl:1][C:2]1[CH:3]=[CH:4][C:5]([C:8]23[NH:27][CH2:24][CH2:25][N:26]2[C:20](=[O:22])[C:11]2[N:10]([CH:14]=[C:13]([C:15]([N:16]([CH3:17])[CH3:18])=[O:19])[CH:12]=2)[CH2:9]3)=[CH:6][CH:7]=1. The yield is 0.270. (9) The reactants are [Br:1][C:2]1[CH:3]=[N:4][CH:5]=[C:6](B2OC(C)(C)C(C)(C)O2)[CH:7]=1.Cl.N[C@@H]1CCCC[C@H]1O.C[Si]([N-][Si](C)(C)C)(C)C.[Na+].[C:36]([O:40][C:41]([N:43]1[CH2:46][CH:45](I)[CH2:44]1)=[O:42])([CH3:39])([CH3:38])[CH3:37]. The catalyst is CC(O)C. The product is [C:36]([O:40][C:41]([N:43]1[CH2:46][CH:45]([C:6]2[CH:5]=[N:4][CH:3]=[C:2]([Br:1])[CH:7]=2)[CH2:44]1)=[O:42])([CH3:39])([CH3:37])[CH3:38]. The yield is 0.220. (10) The reactants are [NH2:1][C:2]1[CH:3]=[C:4]2[C:8](=[CH:9][CH:10]=1)[C:7](=[C:11]1[C:19]3[C:14](=[CH:15][CH:16]=[CH:17][CH:18]=3)[NH:13][C:12]1=[O:20])[O:6][CH2:5]2.[CH:21](=O)[CH3:22].C(O[BH-](OC(=O)C)OC(=O)C)(=O)C.[Na+]. No catalyst specified. The product is [CH2:21]([NH:1][C:2]1[CH:3]=[C:4]2[C:8](=[CH:9][CH:10]=1)[C:7](=[C:11]1[C:19]3[C:14](=[CH:15][CH:16]=[CH:17][CH:18]=3)[NH:13][C:12]1=[O:20])[O:6][CH2:5]2)[CH3:22]. The yield is 0.250.